This data is from Forward reaction prediction with 1.9M reactions from USPTO patents (1976-2016). The task is: Predict the product of the given reaction. Given the reactants Br[CH2:2][C:3]1[CH:8]=[CH:7][C:6]([C:9](=[O:18])[C:10]([C:12]2[CH:17]=[CH:16][CH:15]=[CH:14][CH:13]=2)=[O:11])=[CH:5][CH:4]=1.[C:19]([NH:26][C:27]([O:29][C:30]([CH3:33])([CH3:32])[CH3:31])=[O:28])([O:21][C:22]([CH3:25])([CH3:24])[CH3:23])=[O:20].CC(C)([O-])C.[Na+], predict the reaction product. The product is: [O:11]=[C:10]([C:12]1[CH:17]=[CH:16][CH:15]=[CH:14][CH:13]=1)[C:9]([C:6]1[CH:7]=[CH:8][C:3]([CH2:2][N:26]([C:19]([O:21][C:22]([CH3:25])([CH3:24])[CH3:23])=[O:20])[C:27]([O:29][C:30]([CH3:31])([CH3:32])[CH3:33])=[O:28])=[CH:4][CH:5]=1)=[O:18].